Dataset: Catalyst prediction with 721,799 reactions and 888 catalyst types from USPTO. Task: Predict which catalyst facilitates the given reaction. (1) Reactant: C(OC([NH:8][C@H:9]([C:14]([NH:16][C@H:17]1[C@@H:24]2[C@@H:20]([CH2:21][N:22]([CH2:25][C:26]3[CH:31]=[CH:30][CH:29]=[C:28]([C:32]([F:35])([F:34])[F:33])[CH:27]=3)[CH2:23]2)[CH2:19][CH2:18]1)=[O:15])[CH2:10][CH:11]([CH3:13])[CH3:12])=O)(C)(C)C. Product: [F:34][C:32]([F:33])([F:35])[C:28]1[CH:27]=[C:26]([CH:31]=[CH:30][CH:29]=1)[CH2:25][N:22]1[CH2:23][C@H:24]2[C@@H:17]([NH:16][C:14](=[O:15])[C@H:9]([CH2:10][CH:11]([CH3:12])[CH3:13])[NH2:8])[CH2:18][CH2:19][C@H:20]2[CH2:21]1. The catalyst class is: 28. (2) Reactant: C[O:2][C:3]([C:5]1[CH:10]=[CH:9][C:8]([NH:11][C:12]2[CH:13]=[N:14][C:15]([CH3:18])=[CH:16][CH:17]=2)=[CH:7][N:6]=1)=[O:4].[OH-].[Na+]. Product: [CH3:18][C:15]1[N:14]=[CH:13][C:12]([NH:11][C:8]2[CH:9]=[CH:10][C:5]([C:3]([OH:4])=[O:2])=[N:6][CH:7]=2)=[CH:17][CH:16]=1. The catalyst class is: 5. (3) Reactant: [CH3:1][C@H:2]1[CH2:30][O:29][C@@:5]2([O:9][C@H:8]3[CH2:10][C@H:11]4[C@@H:16]5[CH2:17][CH:18]=[C:19]6[CH2:24][C@@H:23]([OH:25])[CH2:22][CH2:21][C@:20]6([CH3:26])[C@H:15]5[CH2:14][CH2:13][C@:12]4([CH3:27])[C@H:7]3[C@@H:6]2[CH3:28])[CH2:4][CH2:3]1. Product: [CH3:1][C@H:2]1[CH2:30][O:29][C@@:5]2([O:9][C@H:8]3[CH2:10][C@H:11]4[C@@H:16]5[CH2:17][CH2:18][C@H:19]6[CH2:24][C@@H:23]([OH:25])[CH2:22][CH2:21][C@:20]6([CH3:26])[C@H:15]5[CH2:14][CH2:13][C@:12]4([CH3:27])[C@H:7]3[C@@H:6]2[CH3:28])[CH2:4][CH2:3]1. The catalyst class is: 45. (4) Reactant: C([O:8][C:9]1[C:10]([O:37][CH3:38])=[N:11][C:12]2[C:17]([C:18]=1[Cl:19])=[CH:16][C:15]([C:20]([C:30]1[N:34]([CH3:35])[C:33]([CH3:36])=[N:32][CH:31]=1)([C:22]1[C:23]([CH3:29])=[N:24][N:25]([CH3:28])[C:26]=1[CH3:27])[OH:21])=[CH:14][CH:13]=2)C1C=CC=CC=1. Product: [Cl:19][C:18]1[C:17]2[C:12](=[CH:13][CH:14]=[C:15]([C:20]([C:30]3[N:34]([CH3:35])[C:33]([CH3:36])=[N:32][CH:31]=3)([OH:21])[C:22]3[C:23]([CH3:29])=[N:24][N:25]([CH3:28])[C:26]=3[CH3:27])[CH:16]=2)[N:11]=[C:10]([O:37][CH3:38])[C:9]=1[OH:8]. The catalyst class is: 43. (5) Reactant: [CH:1]([C:3]1[CH:4]=[C:5]([CH:10]=[CH:11][C:12]=1[OH:13])[C:6]([O:8][CH3:9])=[O:7])=[O:2].C(=O)([O-])[O-].[K+].[K+].I[CH:21]([CH3:23])[CH3:22]. Product: [CH:1]([C:3]1[CH:4]=[C:5]([CH:10]=[CH:11][C:12]=1[O:13][CH:21]([CH3:23])[CH3:22])[C:6]([O:8][CH3:9])=[O:7])=[O:2]. The catalyst class is: 9. (6) Reactant: [N+:1]([C:4]1[CH:9]=[CH:8][C:7]([C:10]2[N:14]=[CH:13][O:12][N:11]=2)=[CH:6][CH:5]=1)([O-])=O. Product: [O:12]1[CH:13]=[N:14][C:10]([C:7]2[CH:8]=[CH:9][C:4]([NH2:1])=[CH:5][CH:6]=2)=[N:11]1. The catalyst class is: 19.